From a dataset of Forward reaction prediction with 1.9M reactions from USPTO patents (1976-2016). Predict the product of the given reaction. (1) Given the reactants [Cl:1][C:2]1[CH:3]=[C:4]([C@@H:12]([CH2:29][CH:30]2[CH2:34][CH2:33][CH2:32][CH2:31]2)[C:13]([NH:15][C:16]2[CH:21]=[N:20][C:19]([C@H:22]3[CH2:26][O:25]C(C)(C)[O:23]3)=[CH:18][N:17]=2)=[O:14])[CH:5]=[CH:6][C:7]=1[S:8]([CH3:11])(=[O:10])=[O:9].Cl, predict the reaction product. The product is: [Cl:1][C:2]1[CH:3]=[C:4]([C@@H:12]([CH2:29][CH:30]2[CH2:34][CH2:33][CH2:32][CH2:31]2)[C:13]([NH:15][C:16]2[CH:21]=[N:20][C:19]([C@H:22]([OH:23])[CH2:26][OH:25])=[CH:18][N:17]=2)=[O:14])[CH:5]=[CH:6][C:7]=1[S:8]([CH3:11])(=[O:10])=[O:9]. (2) Given the reactants [CH:1]1[C:13]2[CH:12]([CH2:14][O:15][C:16]([NH:18][C@@H:19]([CH2:24][CH2:25][CH2:26][NH:27][C:28]([NH:30][S:31]([C:34]3[C:35]([CH3:48])=[C:36]4[C:41](=[C:42]([CH3:45])[C:43]=3[CH3:44])[O:40][C:39]([CH3:47])([CH3:46])[CH2:38][CH2:37]4)(=[O:33])=[O:32])=[NH:29])[CH2:20][C:21]([OH:23])=[O:22])=[O:17])[C:11]3[C:6](=[CH:7][CH:8]=[CH:9][CH:10]=3)[C:5]=2[CH:4]=[CH:3][CH:2]=1.S(Cl)(Cl)=O.[CH3:53]O, predict the reaction product. The product is: [CH:1]1[C:13]2[CH:12]([CH2:14][O:15][C:16]([NH:18][C@@H:19]([CH2:24][CH2:25][CH2:26][NH:27][C:28]([NH:30][S:31]([C:34]3[C:35]([CH3:48])=[C:36]4[C:41](=[C:42]([CH3:45])[C:43]=3[CH3:44])[O:40][C:39]([CH3:46])([CH3:47])[CH2:38][CH2:37]4)(=[O:33])=[O:32])=[NH:29])[CH2:20][C:21]([O:23][CH3:53])=[O:22])=[O:17])[C:11]3[C:6](=[CH:7][CH:8]=[CH:9][CH:10]=3)[C:5]=2[CH:4]=[CH:3][CH:2]=1. (3) Given the reactants [CH3:1][N:2]([CH3:22])[C@H:3]1[CH2:8][CH2:7][CH2:6][N:5]([C:9]2[CH:14]=[CH:13][C:12]([C:15]([F:18])([F:17])[F:16])=[CH:11][C:10]=2[N+:19]([O-])=O)[CH2:4]1, predict the reaction product. The product is: [NH2:19][C:10]1[CH:11]=[C:12]([C:15]([F:16])([F:17])[F:18])[CH:13]=[CH:14][C:9]=1[N:5]1[CH2:6][CH2:7][CH2:8][C@H:3]([N:2]([CH3:22])[CH3:1])[CH2:4]1. (4) Given the reactants [N:1]1[CH:6]=[CH:5][CH:4]=[C:3]([CH:7]=[CH:8][CH:9]([OH:13])[CH2:10][C:11]#[CH:12])[CH:2]=1.N1C=CC=CC=1.[C:20](OC(=O)C)(=[O:22])[CH3:21].CN(C1C=CC=CN=1)C, predict the reaction product. The product is: [C:20]([O:13][CH:9]([CH2:10][C:11]#[CH:12])[CH:8]=[CH:7][C:3]1[CH:2]=[N:1][CH:6]=[CH:5][CH:4]=1)(=[O:22])[CH3:21]. (5) Given the reactants [N-:1]=[N+:2]=[N-:3].[Na+].Br[CH2:6][CH2:7][C:8]1[S:12][C:11]([C:13]([O:15][CH:16]([CH3:18])[CH3:17])=[O:14])=[CH:10][CH:9]=1, predict the reaction product. The product is: [N:1]([CH2:6][CH2:7][C:8]1[S:12][C:11]([C:13]([O:15][CH:16]([CH3:17])[CH3:18])=[O:14])=[CH:10][CH:9]=1)=[N+:2]=[N-:3]. (6) Given the reactants Br[C:2]1[C:3](=[O:32])[N:4]([CH2:24][CH2:25][C:26]2[CH:31]=[CH:30][CH:29]=[CH:28][CH:27]=2)[C:5]([C:9]2[CH:14]=[CH:13][CH:12]=[C:11]([O:15][CH2:16][C:17]3[CH:22]=[CH:21][CH:20]=[CH:19][CH:18]=3)[C:10]=2[F:23])=[N:6][C:7]=1[CH3:8].[C:33]1([C:39]([C:41]2[CH:46]=[CH:45][CH:44]=[CH:43][CH:42]=2)=[NH:40])[CH:38]=[CH:37][CH:36]=[CH:35][CH:34]=1.C1C=CC(P(C2C(C3C(P(C4C=CC=CC=4)C4C=CC=CC=4)=CC=C4C=3C=CC=C4)=C3C(C=CC=C3)=CC=2)C2C=CC=CC=2)=CC=1.CC([O-])(C)C.[Na+], predict the reaction product. The product is: [C:33]1([C:39](=[N:40][C:2]2[C:3](=[O:32])[N:4]([CH2:24][CH2:25][C:26]3[CH:31]=[CH:30][CH:29]=[CH:28][CH:27]=3)[C:5]([C:9]3[CH:14]=[CH:13][CH:12]=[C:11]([O:15][CH2:16][C:17]4[CH:22]=[CH:21][CH:20]=[CH:19][CH:18]=4)[C:10]=3[F:23])=[N:6][C:7]=2[CH3:8])[C:41]2[CH:42]=[CH:43][CH:44]=[CH:45][CH:46]=2)[CH:38]=[CH:37][CH:36]=[CH:35][CH:34]=1. (7) Given the reactants [CH2:1]([O:8][C:9]([N:11]1[CH2:16][C@H:15]([O:17][Si](C(C)(C)C)(C)C)[CH2:14][C@H:13]([O:25][C:26](=[O:33])[C:27]2[CH:32]=[CH:31][CH:30]=[CH:29][CH:28]=2)[CH2:12]1)=[O:10])[C:2]1[CH:7]=[CH:6][CH:5]=[CH:4][CH:3]=1.[F-].C([N+](CCCC)(CCCC)CCCC)CCC.O, predict the reaction product. The product is: [CH2:1]([O:8][C:9]([N:11]1[CH2:16][C@H:15]([OH:17])[CH2:14][C@H:13]([O:25][C:26](=[O:33])[C:27]2[CH:32]=[CH:31][CH:30]=[CH:29][CH:28]=2)[CH2:12]1)=[O:10])[C:2]1[CH:7]=[CH:6][CH:5]=[CH:4][CH:3]=1.